Regression. Given two drug SMILES strings and cell line genomic features, predict the synergy score measuring deviation from expected non-interaction effect. From a dataset of NCI-60 drug combinations with 297,098 pairs across 59 cell lines. (1) Drug 1: CS(=O)(=O)C1=CC(=C(C=C1)C(=O)NC2=CC(=C(C=C2)Cl)C3=CC=CC=N3)Cl. Drug 2: CC(C)NC(=O)C1=CC=C(C=C1)CNNC.Cl. Cell line: U251. Synergy scores: CSS=0.312, Synergy_ZIP=-1.64, Synergy_Bliss=-4.02, Synergy_Loewe=-6.90, Synergy_HSA=-4.81. (2) Drug 2: C1CCC(C(C1)N)N.C(=O)(C(=O)[O-])[O-].[Pt+4]. Synergy scores: CSS=-0.613, Synergy_ZIP=1.60, Synergy_Bliss=1.40, Synergy_Loewe=-2.44, Synergy_HSA=-1.55. Cell line: SK-OV-3. Drug 1: CN1C(=O)N2C=NC(=C2N=N1)C(=O)N. (3) Drug 1: CC1C(C(CC(O1)OC2CC(CC3=C2C(=C4C(=C3O)C(=O)C5=C(C4=O)C(=CC=C5)OC)O)(C(=O)CO)O)N)O.Cl. Drug 2: COC1=C2C(=CC3=C1OC=C3)C=CC(=O)O2. Cell line: PC-3. Synergy scores: CSS=-5.16, Synergy_ZIP=2.45, Synergy_Bliss=3.38, Synergy_Loewe=-4.12, Synergy_HSA=-1.62. (4) Drug 1: CCCCCOC(=O)NC1=NC(=O)N(C=C1F)C2C(C(C(O2)C)O)O. Drug 2: C1=NNC2=C1C(=O)NC=N2. Cell line: SNB-75. Synergy scores: CSS=3.71, Synergy_ZIP=-0.387, Synergy_Bliss=4.05, Synergy_Loewe=2.51, Synergy_HSA=2.44. (5) Drug 1: C1CC(C1)(C(=O)O)C(=O)O.[NH2-].[NH2-].[Pt+2]. Drug 2: CNC(=O)C1=NC=CC(=C1)OC2=CC=C(C=C2)NC(=O)NC3=CC(=C(C=C3)Cl)C(F)(F)F. Cell line: MDA-MB-435. Synergy scores: CSS=3.02, Synergy_ZIP=-1.59, Synergy_Bliss=-1.49, Synergy_Loewe=-0.293, Synergy_HSA=-0.688. (6) Drug 1: CN(C)C1=NC(=NC(=N1)N(C)C)N(C)C. Drug 2: C1=CC(=CC=C1CCCC(=O)O)N(CCCl)CCCl. Cell line: EKVX. Synergy scores: CSS=2.24, Synergy_ZIP=-0.949, Synergy_Bliss=-0.0564, Synergy_Loewe=-5.02, Synergy_HSA=-1.98. (7) Drug 2: C#CCC(CC1=CN=C2C(=N1)C(=NC(=N2)N)N)C3=CC=C(C=C3)C(=O)NC(CCC(=O)O)C(=O)O. Drug 1: C(=O)(N)NO. Cell line: NCIH23. Synergy scores: CSS=9.39, Synergy_ZIP=-1.48, Synergy_Bliss=1.63, Synergy_Loewe=1.50, Synergy_HSA=-1.15. (8) Drug 1: CC1=CC2C(CCC3(C2CCC3(C(=O)C)OC(=O)C)C)C4(C1=CC(=O)CC4)C. Cell line: 786-0. Drug 2: C1=CC=C(C(=C1)C(C2=CC=C(C=C2)Cl)C(Cl)Cl)Cl. Synergy scores: CSS=1.45, Synergy_ZIP=0.652, Synergy_Bliss=1.55, Synergy_Loewe=0.208, Synergy_HSA=0.0258. (9) Drug 1: CC(CN1CC(=O)NC(=O)C1)N2CC(=O)NC(=O)C2. Drug 2: C1=NC2=C(N=C(N=C2N1C3C(C(C(O3)CO)O)F)Cl)N. Cell line: NCI-H322M. Synergy scores: CSS=11.0, Synergy_ZIP=-2.40, Synergy_Bliss=1.08, Synergy_Loewe=-6.22, Synergy_HSA=0.683.